Dataset: Forward reaction prediction with 1.9M reactions from USPTO patents (1976-2016). Task: Predict the product of the given reaction. (1) Given the reactants C([O-])([O-])=O.[K+].[K+].Cl[CH2:8][C:9]1[N:14]=[C:13]([C:15]([O:17][CH3:18])=[O:16])[CH:12]=[CH:11][CH:10]=1.[NH:19]1[CH2:23][CH2:22][CH2:21][CH2:20]1.O, predict the reaction product. The product is: [N:19]1([CH2:8][C:9]2[N:14]=[C:13]([C:15]([O:17][CH3:18])=[O:16])[CH:12]=[CH:11][CH:10]=2)[CH2:23][CH2:22][CH2:21][CH2:20]1. (2) Given the reactants Br[C:2]1[CH:11]=[CH:10][C:5]([C:6]([O:8][CH3:9])=[O:7])=[CH:4][C:3]=1[CH2:12][O:13][CH3:14].COC[C:18]1[CH:23]=[C:22](C(O)=O)[CH:21]=[CH:20][C:19]=1[C:27]1C=CC=C[C:28]=1C.C(C1C=CC=CC=1B(O)O)C.C(=O)([O-])[O-].[K+].[K+], predict the reaction product. The product is: [CH2:27]([C:19]1[CH:20]=[CH:21][CH:22]=[CH:23][C:18]=1[C:2]1[CH:11]=[CH:10][C:5]([C:6]([O:8][CH3:9])=[O:7])=[CH:4][C:3]=1[CH2:12][O:13][CH3:14])[CH3:28].